Dataset: TCR-epitope binding with 47,182 pairs between 192 epitopes and 23,139 TCRs. Task: Binary Classification. Given a T-cell receptor sequence (or CDR3 region) and an epitope sequence, predict whether binding occurs between them. (1) The epitope is YLQPRTFLL. The TCR CDR3 sequence is CATSNLNTGELFF. Result: 1 (the TCR binds to the epitope). (2) The epitope is QARQMVQAMRTIGTHP. The TCR CDR3 sequence is CASNNRGSTDTQYF. Result: 1 (the TCR binds to the epitope). (3) The epitope is SEISMDNSPNL. The TCR CDR3 sequence is CASSPQQGIRDYEQYF. Result: 0 (the TCR does not bind to the epitope). (4) The epitope is ELAGIGILTV. The TCR CDR3 sequence is CASSPLVAGELFF. Result: 1 (the TCR binds to the epitope).